From a dataset of Reaction yield outcomes from USPTO patents with 853,638 reactions. Predict the reaction yield, written as a fraction of the theoretical maximum amount of product (1.0 means a 100% yield; for example, 0.34 means a 34% yield). The reactants are [O:1]1[CH2:6][CH2:5][CH:4]([C:7]([O:9][CH3:10])=[O:8])[CH2:3][CH2:2]1.[CH:11]([N-]C(C)C)(C)C.[Li+].CI.O. The catalyst is C1COCC1. The product is [CH3:11][C:4]1([C:7]([O:9][CH3:10])=[O:8])[CH2:5][CH2:6][O:1][CH2:2][CH2:3]1. The yield is 0.610.